From a dataset of Catalyst prediction with 721,799 reactions and 888 catalyst types from USPTO. Predict which catalyst facilitates the given reaction. (1) Reactant: [CH3:1][S:2]([O:5][C:6]1[CH:11]=[CH:10][C:9]([CH2:12][CH2:13]CS([O-])(=O)=O)=[CH:8][CH:7]=1)(=[O:4])=[O:3].[CH2:19]([O:21][C:22](=[O:35])[C@@H:23]([O:32][CH2:33][CH3:34])[CH2:24][C:25]1[CH:30]=[CH:29][C:28]([OH:31])=[CH:27][CH:26]=1)[CH3:20].C(=O)([O-])[O-].[K+].[K+].S([O-])([O-])(=O)=O.[Mg+2]. Product: [CH2:19]([O:21][C:22](=[O:35])[C@@H:23]([O:32][CH2:33][CH3:34])[CH2:24][C:25]1[CH:26]=[CH:27][C:28]([O:31][CH2:13][CH2:12][C:9]2[CH:8]=[CH:7][C:6]([O:5][S:2]([CH3:1])(=[O:3])=[O:4])=[CH:11][CH:10]=2)=[CH:29][CH:30]=1)[CH3:20]. The catalyst class is: 10. (2) Reactant: CC(C)([O-:4])C.[Na+].[Cl:7][C:8]1[CH:9]=[C:10]([CH:13]=[C:14](F)[CH:15]=1)[C:11]#[N:12].[Cl:17][C:18]1[CH:23]=[CH:22][C:21]([C@H:24]([OH:46])[C@@H:25]([C:32]2[CH:45]=[CH:44][C:35]([C:36]([NH:38][CH2:39][CH2:40][C:41]([OH:43])=[O:42])=[O:37])=[CH:34][CH:33]=2)[CH2:26][CH2:27][C:28]([F:31])([F:30])[F:29])=[CH:20][CH:19]=1.CC(C1NC(=O)C(CCSC)NC(=O)C(NC(C(NC(C(NC(C(NC(C(N)CC(O)=O)=O)C(O)C)=O)CCSC)=O)CCCNC(N)=N)=O)CSSCC(C(NC(C(NC(C(NC(C(O)=O)C(C)C)=O)CCC(O)=O)=O)CC2C3C(=CC=CC=3)NC=2)=O)NC(=O)C2N(CCC2)C(=O)C(CCCNC(N)=N)NC(=O)C(CC2C=CC(O)=CC=2)NC(=O)C(C(C)C)NC(=O)C(CCCNC(N)=N)NC(=O)CNC1=O)C. Product: [NH2:12][C:11]([C:10]1[CH:13]=[C:14]([CH:15]=[C:8]([Cl:7])[CH:9]=1)[O:46][C@@H:24]([C:21]1[CH:22]=[CH:23][C:18]([Cl:17])=[CH:19][CH:20]=1)[C@@H:25]([C:32]1[CH:45]=[CH:44][C:35]([C:36]([NH:38][CH2:39][CH2:40][C:41]([OH:43])=[O:42])=[O:37])=[CH:34][CH:33]=1)[CH2:26][CH2:27][C:28]([F:31])([F:30])[F:29])=[O:4]. The catalyst class is: 31. (3) Reactant: C([N:8]1[CH2:13][CH2:12][N:11]([CH2:14][CH2:15][C:16]2[CH:17]=[C:18]3[C:22](=[CH:23][CH:24]=2)[NH:21][CH:20]=[C:19]3[S:25]([C:28]2[CH:33]=[CH:32][CH:31]=[CH:30][CH:29]=2)(=[O:27])=[O:26])[CH2:10][CH2:9]1)C1C=CC=CC=1.[Cl:34]C(OC(Cl)=O)C.Cl.C(OCC)C. Product: [ClH:34].[C:28]1([S:25]([C:19]2[C:18]3[C:22](=[CH:23][CH:24]=[C:16]([CH2:15][CH2:14][N:11]4[CH2:12][CH2:13][NH:8][CH2:9][CH2:10]4)[CH:17]=3)[NH:21][CH:20]=2)(=[O:26])=[O:27])[CH:29]=[CH:30][CH:31]=[CH:32][CH:33]=1. The catalyst class is: 26.